Dataset: Reaction yield outcomes from USPTO patents with 853,638 reactions. Task: Predict the reaction yield, written as a fraction of the theoretical maximum amount of product (1.0 means a 100% yield; for example, 0.34 means a 34% yield). (1) The reactants are [C:1]([N:4]1[C:13]2[C:8](=[CH:9][C:10]([C:14]3[CH:19]=[CH:18][C:17]([CH2:20][NH:21][CH:22]4[CH2:27][CH2:26][N:25](C(OC(C)(C)C)=O)[CH2:24][CH2:23]4)=[CH:16][CH:15]=3)=[CH:11][CH:12]=2)[C@H:7]([NH:35][C:36]([O:38][CH:39]([CH3:41])[CH3:40])=[O:37])[CH2:6][C@@H:5]1[CH3:42])(=[O:3])[CH3:2].C(O)(C(F)(F)F)=O. The catalyst is ClCCl. The product is [C:1]([N:4]1[C:13]2[C:8](=[CH:9][C:10]([C:14]3[CH:15]=[CH:16][C:17]([CH2:20][NH:21][CH:22]4[CH2:27][CH2:26][NH:25][CH2:24][CH2:23]4)=[CH:18][CH:19]=3)=[CH:11][CH:12]=2)[C@H:7]([NH:35][C:36](=[O:37])[O:38][CH:39]([CH3:40])[CH3:41])[CH2:6][C@@H:5]1[CH3:42])(=[O:3])[CH3:2]. The yield is 0.840. (2) The reactants are [NH2:1][C:2]1[NH:6][N:5]=[C:4]([NH:7][C:8]2[CH:13]=[CH:12][C:11]([F:14])=[C:10]([Cl:15])[CH:9]=2)[C:3]=1[C:16]([NH2:18])=[O:17].[OH:19][C:20]1[CH:27]=[CH:26][C:23]([CH:24]=O)=[CH:22][CH:21]=1. The catalyst is CCO.N1CCCCC1. The product is [Cl:15][C:10]1[CH:9]=[C:8]([NH:7][C:4]2[C:3]([C:16]([NH2:18])=[O:17])=[C:2]([N:1]=[CH:24][C:23]3[CH:26]=[CH:27][C:20]([OH:19])=[CH:21][CH:22]=3)[NH:6][N:5]=2)[CH:13]=[CH:12][C:11]=1[F:14]. The yield is 0.530. (3) The reactants are [CH3:1][C:2]([CH3:9])([CH2:7][OH:8])[C@H:3]([OH:6])[CH2:4][OH:5].[CH3:10][S:11](Cl)(=[O:13])=[O:12].Cl. The catalyst is N1C=CC=CC=1.ClCCl. The product is [CH3:10][S:11]([O:5][CH2:4][C@@H:3]([OH:6])[C:2]([CH3:9])([CH3:1])[CH2:7][O:8][S:11]([CH3:10])(=[O:13])=[O:12])(=[O:13])=[O:12]. The yield is 0.520. (4) The reactants are [F:1][C:2]1[C:7]([F:8])=[CH:6][CH:5]=[CH:4][C:3]=1[C:9]1[CH:17]=[CH:16][CH:15]=[C:14]2[C:10]=1[CH:11]=[CH:12][NH:13]2.C([OH:22])(C)(C)C.C(O)(=O)C.[Br-].[Br-].[Br-].[NH+]1C=CC=CC=1.[NH+]1C=CC=CC=1.[NH+]1C=CC=CC=1. The catalyst is C(O)C.[Zn]. The product is [F:1][C:2]1[C:7]([F:8])=[CH:6][CH:5]=[CH:4][C:3]=1[C:9]1[CH:17]=[CH:16][CH:15]=[C:14]2[C:10]=1[CH2:11][C:12](=[O:22])[NH:13]2. The yield is 0.970. (5) The reactants are [CH3:1][NH:2][C:3]1[C:8]([CH2:9][OH:10])=[CH:7][N:6]=[C:5]([S:11][CH3:12])[N:4]=1. The catalyst is C(Cl)(Cl)Cl.O=[Mn]=O. The product is [CH3:1][NH:2][C:3]1[C:8]([CH:9]=[O:10])=[CH:7][N:6]=[C:5]([S:11][CH3:12])[N:4]=1. The yield is 0.920. (6) The reactants are [Cl:1][C:2]1[CH:12]=[C:11]([NH:13]CC2C=CC(OC)=CC=2)[C:5]([C:6]([O:8][CH2:9][CH3:10])=[O:7])=[CH:4][N:3]=1. The catalyst is C(O)(C(F)(F)F)=O. The product is [NH2:13][C:11]1[C:5]([C:6]([O:8][CH2:9][CH3:10])=[O:7])=[CH:4][N:3]=[C:2]([Cl:1])[CH:12]=1. The yield is 0.760.